This data is from Cav3 T-type calcium channel HTS with 100,875 compounds. The task is: Binary Classification. Given a drug SMILES string, predict its activity (active/inactive) in a high-throughput screening assay against a specified biological target. (1) The compound is S(=O)(=O)(N(CC(=O)N\N=C1\CCCCCCC1)c1ccccc1)c1c([N+]([O-])=O)cccc1. The result is 0 (inactive). (2) The compound is O=C(NC(CC)C)c1n[nH]c(=O)c2c1cccc2. The result is 0 (inactive). (3) The drug is O(CC(O)CN1CCN(CC1)c1c(OC)cccc1)c1cc2CCCc2cc1. The result is 1 (active). (4) The molecule is O(c1c(OC)cc(cc1OC)/C=C\C(=O)N(c1c(cccc1)C(O)=O)C)C. The result is 0 (inactive). (5) The molecule is Clc1c(OCC(OCn2nnc3c(c2=O)cccc3)=O)ccc(Cl)c1. The result is 0 (inactive).